Dataset: Retrosynthesis with 50K atom-mapped reactions and 10 reaction types from USPTO. Task: Predict the reactants needed to synthesize the given product. Given the product CCN(C(C)C(=O)OC)S(=O)(=O)c1ccccc1[N+](=O)[O-], predict the reactants needed to synthesize it. The reactants are: CCBr.COC(=O)C(C)NS(=O)(=O)c1ccccc1[N+](=O)[O-].